From a dataset of Catalyst prediction with 721,799 reactions and 888 catalyst types from USPTO. Predict which catalyst facilitates the given reaction. (1) Reactant: [Br:1][C:2]1[C:3]([F:12])=[CH:4][C:5]([F:11])=[C:6]([CH:10]=1)[C:7](O)=[O:8].S(C)C.CO.Cl. Product: [Br:1][C:2]1[C:3]([F:12])=[CH:4][C:5]([F:11])=[C:6]([CH2:7][OH:8])[CH:10]=1. The catalyst class is: 1. (2) Reactant: [CH:1]([C:3]1[CH:4]=[C:5](B(O)O)[CH:6]=[CH:7][C:8]=1[O:9][CH3:10])=[O:2].Br[C:15]1[CH:16]=[N:17][CH:18]=[CH:19][CH:20]=1.C(=O)([O-])[O-].[Cs+].[Cs+]. Product: [CH3:10][O:9][C:8]1[CH:7]=[CH:6][C:5]([C:15]2[CH:16]=[N:17][CH:18]=[CH:19][CH:20]=2)=[CH:4][C:3]=1[CH:1]=[O:2]. The catalyst class is: 234. (3) Reactant: [CH3:1][O:2][C:3]([CH:5]1[CH:10]([C:11]([OH:13])=O)[CH:9]2[O:14][CH:6]1[CH2:7][CH2:8]2)=[O:4].ON1C2C=CC=CC=2N=N1.C(Cl)CCl.[CH3:29][N:30]1[CH2:35][CH2:34][NH:33][CH2:32][CH2:31]1. Product: [CH3:1][O:2][C:3]([CH:5]1[CH:10]([C:11]([N:33]2[CH2:34][CH2:35][N:30]([CH3:29])[CH2:31][CH2:32]2)=[O:13])[CH:9]2[O:14][CH:6]1[CH2:7][CH2:8]2)=[O:4]. The catalyst class is: 2. (4) Reactant: [Cl:1][C:2]1[CH:3]=[CH:4][C:5]([S:8][C:9]2[O:13][C:12]([C:14]3[CH:19]=[CH:18][C:17]([F:20])=[CH:16][CH:15]=3)=[N:11][C:10]=2[C:21]([OH:23])=O)=[N:6][CH:7]=1.[CH3:24][S:25]([C:28]1[CH:34]=[CH:33][C:31]([NH2:32])=[CH:30][CH:29]=1)(=[O:27])=[O:26].CCN(C(C)C)C(C)C.F[P-](F)(F)(F)(F)F.N1(O[P+](N(C)C)(N(C)C)N(C)C)C2C=CC=CC=2N=N1. Product: [Cl:1][C:2]1[CH:3]=[CH:4][C:5]([S:8][C:9]2[O:13][C:12]([C:14]3[CH:15]=[CH:16][C:17]([F:20])=[CH:18][CH:19]=3)=[N:11][C:10]=2[C:21]([NH:32][C:31]2[CH:30]=[CH:29][C:28]([S:25]([CH3:24])(=[O:27])=[O:26])=[CH:34][CH:33]=2)=[O:23])=[N:6][CH:7]=1. The catalyst class is: 3. (5) Reactant: [NH2:1][C@@H:2]1[CH2:7][CH2:6][CH2:5][N:4]([C:8]2[N:9]([CH2:16][C:17]3[CH:24]=[CH:23][CH:22]=[CH:21][C:18]=3[C:19]#[N:20])[C:10](=[O:15])[C:11](Br)=[CH:12][N:13]=2)[CH2:3]1.C([SnH](CCCC)CCCC)CCC.CC(N=NC(C#N)(C)C)(C#N)C. Product: [NH2:1][C@@H:2]1[CH2:7][CH2:6][CH2:5][N:4]([C:8]2[N:9]([CH2:16][C:17]3[CH:24]=[CH:23][CH:22]=[CH:21][C:18]=3[C:19]#[N:20])[C:10](=[O:15])[CH:11]=[CH:12][N:13]=2)[CH2:3]1. The catalyst class is: 109. (6) Reactant: [CH2:1]([O:3][C:4]([C:6]1[CH:7]=[N:8][N:9]([CH2:11][C:12]([OH:14])=O)[CH:10]=1)=[O:5])[CH3:2].CN(C)CCCN=C=NCC.ON1C2C=CC=CC=2N=N1.[NH:36]([C:38]([O:40][C:41]([CH3:44])([CH3:43])[CH3:42])=[O:39])[NH2:37]. Product: [C:41]([O:40][C:38]([NH:36][NH:37][C:12](=[O:14])[CH2:11][N:9]1[CH:10]=[C:6]([C:4]([O:3][CH2:1][CH3:2])=[O:5])[CH:7]=[N:8]1)=[O:39])([CH3:44])([CH3:43])[CH3:42]. The catalyst class is: 46. (7) Reactant: [CH2:1]([N:8]1[CH2:20][C@@H:19]2[C@H:10]([NH:11][CH2:12][C:13]3[C:14]([CH3:21])=[CH:15][CH:16]=[CH:17][C:18]=32)[CH2:9]1)[C:2]1[CH:7]=[CH:6][CH:5]=[CH:4][CH:3]=1.C(N(CC)CC)C.[C:29]1([N:35]=[C:36]=[O:37])[CH:34]=[CH:33][CH:32]=[CH:31][CH:30]=1. Product: [CH2:1]([N:8]1[CH2:20][C@@H:19]2[C@H:10]([N:11]([C:36]([NH:35][C:29]3[CH:34]=[CH:33][CH:32]=[CH:31][CH:30]=3)=[O:37])[CH2:12][C:13]3[C:14]([CH3:21])=[CH:15][CH:16]=[CH:17][C:18]=32)[CH2:9]1)[C:2]1[CH:3]=[CH:4][CH:5]=[CH:6][CH:7]=1. The catalyst class is: 2. (8) Reactant: [N:1]1[NH:2][N:3]=[N:4][C:5]=1[C:6]([O:8][CH2:9][CH3:10])=[O:7].[Na].Br[CH2:13][C:14]1[CH:19]=[CH:18][CH:17]=[CH:16][CH:15]=1.CCN(CC)CC. Product: [CH2:13]([N:2]1[N:3]=[N:4][C:5]([C:6]([O:8][CH2:9][CH3:10])=[O:7])=[N:1]1)[C:14]1[CH:19]=[CH:18][CH:17]=[CH:16][CH:15]=1. The catalyst class is: 18. (9) Reactant: Cl[CH2:2][C:3]([NH:5][CH3:6])=[O:4].[O:7]1[C:11]2[CH:12]=[CH:13][CH:14]=[CH:15][C:10]=2[N:9]=[C:8]1[C:16]1[C:17]([NH2:36])=[N:18][CH:19]=[C:20]([C:22]2[C:23]([CH2:33][O:34][CH3:35])=[N:24][N:25]([CH:27]3[CH2:32][CH2:31][NH:30][CH2:29][CH2:28]3)[CH:26]=2)[CH:21]=1.C(=O)([O-])[O-].[K+].[K+]. Product: [NH2:36][C:17]1[N:18]=[CH:19][C:20]([C:22]2[C:23]([CH2:33][O:34][CH3:35])=[N:24][N:25]([CH:27]3[CH2:28][CH2:29][N:30]([CH2:2][C:3]([NH:5][CH3:6])=[O:4])[CH2:31][CH2:32]3)[CH:26]=2)=[CH:21][C:16]=1[C:8]1[O:7][C:11]2[CH:12]=[CH:13][CH:14]=[CH:15][C:10]=2[N:9]=1. The catalyst class is: 3. (10) Reactant: [F:1][C:2]1[CH:7]=[CH:6][C:5]([CH:8]2[O:12]C(=O)[NH:10][CH:9]2[CH2:14][C:15]2[CH:20]=[CH:19][C:18]([CH3:21])=[C:17]([O:22][C:23]([F:28])([F:27])[CH:24]([F:26])[F:25])[CH:16]=2)=[CH:4][CH:3]=1.[OH-].[Na+]. Product: [NH2:10][CH:9]([CH2:14][C:15]1[CH:20]=[CH:19][C:18]([CH3:21])=[C:17]([O:22][C:23]([F:28])([F:27])[CH:24]([F:26])[F:25])[CH:16]=1)[CH:8]([C:5]1[CH:6]=[CH:7][C:2]([F:1])=[CH:3][CH:4]=1)[OH:12]. The catalyst class is: 8.